Dataset: Catalyst prediction with 721,799 reactions and 888 catalyst types from USPTO. Task: Predict which catalyst facilitates the given reaction. (1) Reactant: [C:1]([SiH2:5][O:6][C:7]([CH3:17])([CH3:16])[CH:8]1[CH2:13][CH2:12][CH:11]([CH2:14][OH:15])[CH2:10][CH2:9]1)([CH3:4])([CH3:3])[CH3:2].[S:18](Cl)([C:21]1[CH:27]=[CH:26][C:24]([CH3:25])=[CH:23][CH:22]=1)(=[O:20])=[O:19].CCOCC. Product: [C:1]([SiH2:5][O:6][C:7]([CH3:17])([CH3:16])[CH:8]1[CH2:9][CH2:10][CH:11]([CH2:14][O:15][S:18]([C:21]2[CH:27]=[CH:26][C:24]([CH3:25])=[CH:23][CH:22]=2)(=[O:20])=[O:19])[CH2:12][CH2:13]1)([CH3:4])([CH3:3])[CH3:2]. The catalyst class is: 22. (2) Reactant: [C:1]([C:4]1[CH:9]=[C:8]([N:10]([CH2:16][C:17]2[CH:22]=[CH:21][CH:20]=[CH:19][CH:18]=2)[CH2:11][CH:12]2[CH2:14][CH:13]2[CH3:15])[N:7]=[C:6]([N:23]([CH3:30])[S:24]([CH:27]([CH3:29])[CH3:28])(=[O:26])=[O:25])[CH:5]=1)(=[O:3])[CH3:2].C[Si]([N-][Si](C)(C)C)(C)C.[Li+].[CH2:41]([C@:48]([NH:52][C:53](=[O:59])[O:54][C:55]([CH3:58])([CH3:57])[CH3:56])([CH3:51])[CH:49]=O)[C:42]1[CH:47]=[CH:46][CH:45]=[CH:44][CH:43]=1. Product: [CH2:41]([C@:48]([NH:52][C:53](=[O:59])[O:54][C:55]([CH3:58])([CH3:57])[CH3:56])([CH3:51])/[CH:49]=[CH:2]/[C:1]([C:4]1[CH:5]=[C:6]([N:23]([S:24]([CH:27]([CH3:29])[CH3:28])(=[O:25])=[O:26])[CH3:30])[N:7]=[C:8]([N:10]([CH2:16][C:17]2[CH:18]=[CH:19][CH:20]=[CH:21][CH:22]=2)[CH2:11][CH:12]2[CH2:14][CH:13]2[CH3:15])[CH:9]=1)=[O:3])[C:42]1[CH:47]=[CH:46][CH:45]=[CH:44][CH:43]=1. The catalyst class is: 1.